This data is from Catalyst prediction with 721,799 reactions and 888 catalyst types from USPTO. The task is: Predict which catalyst facilitates the given reaction. (1) Reactant: [N:1]([C@@H:4]1[C:14]2[C:9](=[N:10][CH:11]=[CH:12][CH:13]=2)[C@H:8]([O:15][Si](C(C)C)(C(C)C)C(C)C)[CH2:7][CH2:6][C@H:5]1[C:26]1[CH:31]=[CH:30][CH:29]=[C:28]([F:32])[C:27]=1[F:33])=[N+:2]=[N-:3].CCCC[N+](CCCC)(CCCC)CCCC.[F-]. Product: [N:1]([C@@H:4]1[C:14]2[C:9](=[N:10][CH:11]=[CH:12][CH:13]=2)[C@H:8]([OH:15])[CH2:7][CH2:6][C@H:5]1[C:26]1[CH:31]=[CH:30][CH:29]=[C:28]([F:32])[C:27]=1[F:33])=[N+:2]=[N-:3]. The catalyst class is: 7. (2) Reactant: C([O:3][P:4]([CH2:9][CH2:10][NH:11][CH2:12][C:13]([N:15]1[C:23]2[C:18](=[CH:19][C:20]([O:24][CH:25]3[CH2:30][CH2:29][CH:28]([C:31]([CH3:34])([CH3:33])[CH3:32])[CH2:27][CH2:26]3)=[CH:21][CH:22]=2)[CH2:17][CH2:16]1)=[O:14])(=[O:8])[O:5]CC)C.Br[Si](C)(C)C. Product: [C:31]([C@H:28]1[CH2:29][CH2:30][C@H:25]([O:24][C:20]2[CH:19]=[C:18]3[C:23](=[CH:22][CH:21]=2)[N:15]([C:13](=[O:14])[CH2:12][NH:11][CH2:10][CH2:9][P:4](=[O:3])([OH:8])[OH:5])[CH2:16][CH2:17]3)[CH2:26][CH2:27]1)([CH3:34])([CH3:32])[CH3:33]. The catalyst class is: 10.